Dataset: Full USPTO retrosynthesis dataset with 1.9M reactions from patents (1976-2016). Task: Predict the reactants needed to synthesize the given product. (1) Given the product [CH2:37]([O:1][C@H:2]1[C@H:10]([CH3:11])[O:9][C:8](=[O:12])[C@@H:7]([N:13]([CH2:21][O:22][CH3:23])[C:14](=[O:20])[O:15][C:16]([CH3:19])([CH3:17])[CH3:18])[CH2:6][CH2:5][CH2:4][C@@H:3]1[CH2:24][C:25]1[CH:30]=[CH:29][C:28]([O:31][CH3:32])=[CH:27][CH:26]=1)[CH:36]=[CH2:35], predict the reactants needed to synthesize it. The reactants are: [OH:1][C@H:2]1[C@H:10]([CH3:11])[O:9][C:8](=[O:12])[C@@H:7]([N:13]([CH2:21][O:22][CH3:23])[C:14](=[O:20])[O:15][C:16]([CH3:19])([CH3:18])[CH3:17])[CH2:6][CH2:5][CH2:4][C@@H:3]1[CH2:24][C:25]1[CH:30]=[CH:29][C:28]([O:31][CH3:32])=[CH:27][CH:26]=1.C(=O)(OC(C)(C)C)O[CH2:35][CH:36]=[CH2:37]. (2) Given the product [CH3:1][O:2][C:3](=[O:13])[C:4]1[CH:9]=[CH:8][C:7]([CH2:31][CH2:32][CH2:33][CH3:34])=[C:6]([O:11][CH3:12])[CH:5]=1, predict the reactants needed to synthesize it. The reactants are: [CH3:1][O:2][C:3](=[O:13])[C:4]1[CH:9]=[CH:8][C:7](I)=[C:6]([O:11][CH3:12])[CH:5]=1.C(Cl)(Cl)Cl.P(C(C)(C)C)(C(C)(C)C)C(C)(C)C.[CH2:31]([Zn]Br)[CH2:32][CH2:33][CH3:34].